This data is from Full USPTO retrosynthesis dataset with 1.9M reactions from patents (1976-2016). The task is: Predict the reactants needed to synthesize the given product. (1) Given the product [CH2:28]([NH:27][C:25](=[O:26])[C:24]1[CH:35]=[CH:36][N:37]=[C:22]([NH:21][C:10](=[O:19])[CH2:11][CH2:12][C:13]2[CH:18]=[CH:17][CH:16]=[CH:15][CH:14]=2)[CH:23]=1)[C:29]1[CH:34]=[CH:33][CH:32]=[CH:31][CH:30]=1, predict the reactants needed to synthesize it. The reactants are: C(Cl)(=O)C1C=CC=CC=1.[C:10](Cl)(=[O:19])[CH2:11][CH2:12][C:13]1[CH:18]=[CH:17][CH:16]=[CH:15][CH:14]=1.[NH2:21][C:22]1[CH:23]=[C:24]([CH:35]=[CH:36][N:37]=1)[C:25]([NH:27][CH2:28][C:29]1[CH:34]=[CH:33][CH:32]=[CH:31][CH:30]=1)=[O:26]. (2) Given the product [CH3:1][O:2][C:3](=[O:20])[C:4]1[CH:9]=[CH:8][C:7]([O:22][CH3:21])=[N:6][C:5]=1[NH:11][C:12]1[CH:17]=[CH:16][C:15]([Br:18])=[CH:14][C:13]=1[F:19], predict the reactants needed to synthesize it. The reactants are: [CH3:1][O:2][C:3](=[O:20])[C:4]1[CH:9]=[CH:8][C:7](Cl)=[N:6][C:5]=1[NH:11][C:12]1[CH:17]=[CH:16][C:15]([Br:18])=[CH:14][C:13]=1[F:19].[CH3:21][O-:22].[Na+].CO.